From a dataset of Reaction yield outcomes from USPTO patents with 853,638 reactions. Predict the reaction yield, written as a fraction of the theoretical maximum amount of product (1.0 means a 100% yield; for example, 0.34 means a 34% yield). (1) The reactants are Br[C:2]1[CH:3]=[C:4]([C:8](=[O:13])[C:9]([F:12])([F:11])[F:10])[CH:5]=[CH:6][CH:7]=1.[CH3:14][C:15]1([CH3:22])[C:19]([CH3:21])([CH3:20])[O:18][BH:17][O:16]1.CCN(CC)CC. The catalyst is Cl[Pd](Cl)([P](C1C=CC=CC=1)(C1C=CC=CC=1)C1C=CC=CC=1)[P](C1C=CC=CC=1)(C1C=CC=CC=1)C1C=CC=CC=1. The product is [F:10][C:9]([F:12])([F:11])[CH:8]([C:4]1[CH:5]=[CH:6][CH:7]=[C:2]([B:17]2[O:18][C:19]([CH3:21])([CH3:20])[C:15]([CH3:22])([CH3:14])[O:16]2)[CH:3]=1)[OH:13]. The yield is 0.530. (2) The reactants are [CH3:1][C:2]1([CH3:20])[CH2:6][C:5]2[C:7]([CH3:19])=[C:8]([N:13]3[CH2:18][CH2:17][NH:16][CH2:15][CH2:14]3)[C:9]([CH3:12])=[C:10]([CH3:11])[C:4]=2[O:3]1.Br[C:22]1[CH:27]=[CH:26][C:25]([CH3:28])=[C:24]([CH3:29])[CH:23]=1. No catalyst specified. The product is [CH3:29][C:24]1[CH:23]=[C:22]([N:16]2[CH2:15][CH2:14][N:13]([C:8]3[C:9]([CH3:12])=[C:10]([CH3:11])[C:4]4[O:3][C:2]([CH3:20])([CH3:1])[CH2:6][C:5]=4[C:7]=3[CH3:19])[CH2:18][CH2:17]2)[CH:27]=[CH:26][C:25]=1[CH3:28]. The yield is 0.180. (3) The reactants are [NH2:1][C:2]1[CH:11]=[C:10]2[C:5]([CH:6]=[CH:7][CH:8]=[C:9]2[N:12]2[CH2:17][CH2:16][N:15]([CH3:18])[CH2:14][CH2:13]2)=[CH:4][CH:3]=1.C(N(CC)CC)C.[C:26]([C:28]1[CH:29]=[C:30]([CH:34]=[CH:35][CH:36]=1)[C:31](Cl)=[O:32])#[N:27]. The catalyst is C(#N)C. The product is [C:26]([C:28]1[CH:29]=[C:30]([CH:34]=[CH:35][CH:36]=1)[C:31]([NH:1][C:2]1[CH:11]=[C:10]2[C:5]([CH:6]=[CH:7][CH:8]=[C:9]2[N:12]2[CH2:17][CH2:16][N:15]([CH3:18])[CH2:14][CH2:13]2)=[CH:4][CH:3]=1)=[O:32])#[N:27]. The yield is 0.600. (4) The reactants are Cl[C:2]1[N:7]=[N:6][C:5]([O:8][C:9]2[C:14]([CH3:15])=[CH:13][C:12]([CH2:16][C:17]([OH:19])=[O:18])=[CH:11][C:10]=2[CH3:20])=[CH:4][C:3]=1[CH:21]([CH3:23])[CH3:22].C([O-])(=[O:26])C.[Na+].CO. The catalyst is C(O)(=O)C.C(OCC)(=O)C.C(Cl)Cl. The product is [CH:21]([C:3]1[C:2](=[O:26])[NH:7][N:6]=[C:5]([O:8][C:9]2[C:14]([CH3:15])=[CH:13][C:12]([CH2:16][C:17]([OH:19])=[O:18])=[CH:11][C:10]=2[CH3:20])[CH:4]=1)([CH3:23])[CH3:22]. The yield is 0.650. (5) The reactants are [C:1]([O:4][CH2:5][C@@H:6]1[CH2:10][CH2:9][CH2:8][N:7]1[C:11](=[O:63])[C:12]1[CH:17]=[C:16]([O:18][CH3:19])[C:15]([O:20][CH2:21][CH2:22][CH2:23][CH2:24][CH2:25][C:26]([N:28]2[C:36]3[CH:35]=[C:34]([O:37][P:38]([O:45][C:46]([CH3:49])([CH3:48])[CH3:47])([O:40][C:41]([CH3:44])([CH3:43])[CH3:42])=[O:39])[C:33]4[CH:50]=[CH:51][CH:52]=[CH:53][C:32]=4[C:31]=3[C@H:30]([CH2:54][Cl:55])[CH2:29]2)=[O:27])=[CH:14][C:13]=1[NH:56]C(OCC=C)=O)(=[O:3])[CH3:2].N1CCCC1. The catalyst is C(Cl)Cl.C1C=CC([P]([Pd]([P](C2C=CC=CC=2)(C2C=CC=CC=2)C2C=CC=CC=2)([P](C2C=CC=CC=2)(C2C=CC=CC=2)C2C=CC=CC=2)[P](C2C=CC=CC=2)(C2C=CC=CC=2)C2C=CC=CC=2)(C2C=CC=CC=2)C2C=CC=CC=2)=CC=1. The product is [C:1]([O:4][CH2:5][C@@H:6]1[CH2:10][CH2:9][CH2:8][N:7]1[C:11](=[O:63])[C:12]1[CH:17]=[C:16]([O:18][CH3:19])[C:15]([O:20][CH2:21][CH2:22][CH2:23][CH2:24][CH2:25][C:26]([N:28]2[C:36]3[CH:35]=[C:34]([O:37][P:38]([O:45][C:46]([CH3:47])([CH3:48])[CH3:49])([O:40][C:41]([CH3:42])([CH3:43])[CH3:44])=[O:39])[C:33]4[CH:50]=[CH:51][CH:52]=[CH:53][C:32]=4[C:31]=3[C@H:30]([CH2:54][Cl:55])[CH2:29]2)=[O:27])=[CH:14][C:13]=1[NH2:56])(=[O:3])[CH3:2]. The yield is 0.650. (6) The reactants are F[C:2]1[CH:12]=[CH:11][C:5]([C:6]([O:8][CH2:9][CH3:10])=[O:7])=[CH:4][C:3]=1[C:13]([N:15]1[CH2:24][CH2:23][C:22]2[C:17](=[CH:18][CH:19]=[CH:20][CH:21]=2)[CH2:16]1)=[O:14].[CH2:25]([N:29]([CH2:39][CH2:40][CH2:41][CH3:42])[C:30]([C:32]1[C:36]([Cl:37])=[C:35]([CH3:38])[NH:34][N:33]=1)=[O:31])[CH2:26][CH2:27][CH3:28].C([O-])([O-])=O.[K+].[K+]. The catalyst is CN1C(=O)CCC1. The product is [Cl:37][C:36]1[C:32]([C:30](=[O:31])[N:29]([CH2:39][CH2:40][CH2:41][CH3:42])[CH2:25][CH2:26][CH2:27][CH3:28])=[N:33][N:34]([C:2]2[CH:12]=[CH:11][C:5]([C:6]([O:8][CH2:9][CH3:10])=[O:7])=[CH:4][C:3]=2[C:13]([N:15]2[CH2:24][CH2:23][C:22]3[C:17](=[CH:18][CH:19]=[CH:20][CH:21]=3)[CH2:16]2)=[O:14])[C:35]=1[CH3:38]. The yield is 0.810. (7) The reactants are [NH:1]1[CH:5]=[N:4][N:3]=[N:2]1.C(=O)([O-])[O-].[K+].[K+].Cl[CH2:13][O:14][CH2:15][C:16]1[CH:21]=[CH:20][CH:19]=[CH:18][CH:17]=1. The catalyst is CN(C=O)C. The product is [CH2:15]([O:14][CH2:13][N:2]1[N:3]=[N:4][CH:5]=[N:1]1)[C:16]1[CH:21]=[CH:20][CH:19]=[CH:18][CH:17]=1.[CH2:15]([O:14][CH2:13][N:1]1[CH:5]=[N:4][NH:3][NH:2]1)[C:16]1[CH:21]=[CH:20][CH:19]=[CH:18][CH:17]=1. The yield is 0.440. (8) The reactants are C[O:2][C:3]([C:5]1[CH:22]=[C:21]2[C:8]([S:9](=[O:24])(=[O:23])[NH:10][C:11]3[C:20]2=[CH:19][CH:18]=[C:17]2[C:12]=3[N:13]=[CH:14][CH:15]=[CH:16]2)=[CH:7][CH:6]=1)=O.[NH3:25]. The catalyst is CO. The product is [O:23]=[S:9]1(=[O:24])[C:8]2[C:21](=[CH:22][C:5]([C:3]([NH2:25])=[O:2])=[CH:6][CH:7]=2)[C:20]2[C:11](=[C:12]3[C:17](=[CH:18][CH:19]=2)[CH:16]=[CH:15][CH:14]=[N:13]3)[NH:10]1. The yield is 0.170. (9) The reactants are [NH2:1][C:2]1[CH:7]=[CH:6][C:5]([O:8][C:9]([F:12])([F:11])[F:10])=[CH:4][C:3]=1[C:13]([C:15]1[CH:20]=[CH:19][CH:18]=[C:17]([Cl:21])[CH:16]=1)=O.[C:22]([CH2:25][C:26](=O)[CH3:27])(=[O:24])[CH3:23].C(O)(C)C. The catalyst is CCCCCCC.C(OCC)(=O)C. The product is [Cl:21][C:17]1[CH:16]=[C:15]([C:13]2[C:3]3[C:2](=[CH:7][CH:6]=[C:5]([O:8][C:9]([F:12])([F:11])[F:10])[CH:4]=3)[N:1]=[C:26]([CH3:27])[C:25]=2[C:22](=[O:24])[CH3:23])[CH:20]=[CH:19][CH:18]=1. The yield is 0.550.